From a dataset of Catalyst prediction with 721,799 reactions and 888 catalyst types from USPTO. Predict which catalyst facilitates the given reaction. (1) Reactant: [CH2:1]([Mg]Cl)[CH3:2].[C:5]([O:9][C:10](=[O:23])[NH:11][C:12]1[S:13][CH:14]=[C:15]([C:17](=[O:22])N(OC)C)[N:16]=1)([CH3:8])([CH3:7])[CH3:6]. Product: [C:5]([O:9][C:10](=[O:23])[NH:11][C:12]1[S:13][CH:14]=[C:15]([C:17](=[O:22])[CH2:1][CH3:2])[N:16]=1)([CH3:8])([CH3:6])[CH3:7]. The catalyst class is: 7. (2) Reactant: [C:1]([C:5]1[CH:6]=[CH:7][C:8]([Cl:12])=[C:9]([OH:11])[CH:10]=1)([CH3:4])([CH3:3])[CH3:2].CC(C)([O-])C.[K+].Br[C:20]1[S:21][CH:22]=[C:23]([C:25]([NH:27][C:28]2[C:29]([O:50][CH3:51])=[N:30][C:31]([NH:36][CH2:37][CH2:38][N:39]([CH:47]([CH3:49])[CH3:48])[C:40](=[O:46])[O:41][C:42]([CH3:45])([CH3:44])[CH3:43])=[N:32][C:33]=2[O:34][CH3:35])=[O:26])[N:24]=1. Product: [C:1]([C:5]1[CH:6]=[CH:7][C:8]([Cl:12])=[C:9]([CH:10]=1)[O:11][C:20]1[S:21][CH:22]=[C:23]([C:25]([NH:27][C:28]2[C:29]([O:50][CH3:51])=[N:30][C:31]([NH:36][CH2:37][CH2:38][N:39]([CH:47]([CH3:48])[CH3:49])[C:40](=[O:46])[O:41][C:42]([CH3:44])([CH3:45])[CH3:43])=[N:32][C:33]=2[O:34][CH3:35])=[O:26])[N:24]=1)([CH3:4])([CH3:2])[CH3:3]. The catalyst class is: 774. (3) Reactant: [Cl:1][C:2]1[CH:3]=[CH:4][N:5]2[C:10]=1[C:9](=[O:11])[N:8]([C:12]1[CH:17]=[CH:16][CH:15]=[C:14]([F:18])[CH:13]=1)[C:7]([C@@H:19]1[CH2:23][C@@H:22](OS(C3C=CC(C)=CC=3)(=O)=O)[CH2:21][N:20]1[C:35]([O:37][C:38]([CH3:41])([CH3:40])[CH3:39])=[O:36])=[N:6]2.[C-:42]#[N:43].[Na+].O. Product: [Cl:1][C:2]1[CH:3]=[CH:4][N:5]2[C:10]=1[C:9](=[O:11])[N:8]([C:12]1[CH:17]=[CH:16][CH:15]=[C:14]([F:18])[CH:13]=1)[C:7]([C@@H:19]1[CH2:23][C@H:22]([C:42]#[N:43])[CH2:21][N:20]1[C:35]([O:37][C:38]([CH3:39])([CH3:41])[CH3:40])=[O:36])=[N:6]2. The catalyst class is: 16. (4) Reactant: [C:1]([C:3]1[CH:4]=[C:5]2[C:10](=[CH:11][C:12]=1F)[O:9][C:8](C)(C)[CH2:7][CH:6]2[C:16]([O:18][CH3:19])=[O:17])#[N:2].[OH:20][C:21]1[CH:33]=[CH:32][C:24]([C:25]([O:27][C:28]([CH3:31])([CH3:30])[CH3:29])=[O:26])=[CH:23][CH:22]=1.C([O-])([O-])=O.[K+].[K+]. Product: [C:28]([O:27][C:25]([C:24]1[CH:23]=[CH:22][C:21]([O:20][C:12]2[CH:11]=[C:10]3[C:5]([CH:6]([C:16]([O:18][CH3:19])=[O:17])[CH2:7][CH2:8][O:9]3)=[CH:4][C:3]=2[C:1]#[N:2])=[CH:33][CH:32]=1)=[O:26])([CH3:31])([CH3:29])[CH3:30]. The catalyst class is: 60. (5) Reactant: [Br-].BrCCC[P+](C1C=CC=CC=1)(C1C=CC=CC=1)C1C=CC=CC=1.[CH3:25][C:26]([CH3:29])([O-])C.[K+].[CH3:31][C:32]1[CH:36]=[CH:35][S:34][C:33]=1[CH:37]=O. Product: [C:29]1(=[CH:37][C:33]2[S:34][CH:35]=[CH:36][C:32]=2[CH3:31])[CH2:26][CH2:25]1. The catalyst class is: 1. (6) Reactant: [C:1]([C:5]1[CH:6]=[C:7]2[C:11](=[CH:12][CH:13]=1)[C:10](=[O:14])[N:9]([C:15]1[C:16]([CH2:47][OH:48])=[C:17]([C:21]3[CH:22]=[C:23]([NH:29][C:30]4[N:35]=[CH:34][C:33]([CH:36]5[CH2:39][N:38](C(OC(C)(C)C)=O)[CH2:37]5)=[CH:32][CH:31]=4)[C:24](=[O:28])[N:25]([CH3:27])[CH:26]=3)[CH:18]=[CH:19][CH:20]=1)[CH2:8]2)([CH3:4])([CH3:3])[CH3:2].FC(F)(F)C(O)=O. Product: [NH:38]1[CH2:37][CH:36]([C:33]2[CH:32]=[CH:31][C:30]([NH:29][C:23]3[C:24](=[O:28])[N:25]([CH3:27])[CH:26]=[C:21]([C:17]4[C:16]([CH2:47][OH:48])=[C:15]([N:9]5[CH2:8][C:7]6[C:11](=[CH:12][CH:13]=[C:5]([C:1]([CH3:3])([CH3:4])[CH3:2])[CH:6]=6)[C:10]5=[O:14])[CH:20]=[CH:19][CH:18]=4)[CH:22]=3)=[N:35][CH:34]=2)[CH2:39]1. The catalyst class is: 2. (7) The catalyst class is: 7. Reactant: [OH:1][CH2:2][CH:3]1[CH2:8][CH2:7][N:6](C(OC(C)(C)C)=O)[CH2:5][CH2:4]1.[H-].[Na+].F[C:19]1[CH:24]=[CH:23][C:22]([S:25]([NH2:28])(=[O:27])=[O:26])=[CH:21][C:20]=1[N+:29]([O-:31])=[O:30]. Product: [N+:29]([C:20]1[CH:21]=[C:22]([S:25]([NH2:28])(=[O:26])=[O:27])[CH:23]=[CH:24][C:19]=1[O:1][CH2:2][CH:3]1[CH2:4][CH2:5][NH:6][CH2:7][CH2:8]1)([O-:31])=[O:30].